From a dataset of Forward reaction prediction with 1.9M reactions from USPTO patents (1976-2016). Predict the product of the given reaction. Given the reactants [CH2:1]([N:8]([CH2:22][C:23]1[CH:28]=[CH:27][CH:26]=[CH:25][CH:24]=1)[C@H:9]1[CH2:18][C:17]2[C:16](B(O)O)=[CH:15][CH:14]=[CH:13][C:12]=2[CH2:11][CH2:10]1)[C:2]1[CH:7]=[CH:6][CH:5]=[CH:4][CH:3]=1.Br[C:30]1[CH:35]=[CH:34][N:33]=[N:32][CH:31]=1, predict the reaction product. The product is: [CH2:1]([N:8]([CH2:22][C:23]1[CH:28]=[CH:27][CH:26]=[CH:25][CH:24]=1)[C@@H:9]1[CH2:10][CH2:11][C:12]2[C:17](=[C:16]([C:30]3[CH:35]=[CH:34][N:33]=[N:32][CH:31]=3)[CH:15]=[CH:14][CH:13]=2)[CH2:18]1)[C:2]1[CH:7]=[CH:6][CH:5]=[CH:4][CH:3]=1.